Task: Predict which catalyst facilitates the given reaction.. Dataset: Catalyst prediction with 721,799 reactions and 888 catalyst types from USPTO (1) Reactant: CC1(C)[O:6][C@@H:5]([CH2:7][CH2:8][NH:9][C:10]([CH:12]2[CH:16]([C:17]3[CH:22]=[CH:21][CH:20]=[C:19]([Cl:23])[C:18]=3[F:24])[C:15]([C:27]3[CH:32]=[CH:31][C:30]([Cl:33])=[CH:29][C:28]=3[F:34])([C:25]#[N:26])[CH:14]([CH2:35][C:36]([CH3:39])([CH3:38])[CH3:37])[N:13]2[CH:40]=[O:41])=[O:11])[CH2:4][O:3]1.Cl. Product: [OH:6][C@H:5]([CH2:4][OH:3])[CH2:7][CH2:8][NH:9][C:10]([CH:12]1[CH:16]([C:17]2[CH:22]=[CH:21][CH:20]=[C:19]([Cl:23])[C:18]=2[F:24])[C:15]([C:27]2[CH:32]=[CH:31][C:30]([Cl:33])=[CH:29][C:28]=2[F:34])([C:25]#[N:26])[CH:14]([CH2:35][C:36]([CH3:37])([CH3:39])[CH3:38])[N:13]1[CH:40]=[O:41])=[O:11]. The catalyst class is: 7. (2) Reactant: CC1C=CC(S(O[CH2:12][C@@H:13]2[O:18][C:17]3[CH:19]=[C:20]([S:24]([CH3:27])(=[O:26])=[O:25])[CH:21]=[C:22]([Cl:23])[C:16]=3[O:15][CH2:14]2)(=O)=O)=CC=1.[NH:28]1[CH2:33][CH2:32][CH2:31][CH2:30][CH2:29]1. Product: [Cl:23][C:22]1[C:16]2[O:15][CH2:14][C@H:13]([CH2:12][N:28]3[CH2:33][CH2:32][CH2:31][CH2:30][CH2:29]3)[O:18][C:17]=2[CH:19]=[C:20]([S:24]([CH3:27])(=[O:25])=[O:26])[CH:21]=1. The catalyst class is: 5.